Dataset: Full USPTO retrosynthesis dataset with 1.9M reactions from patents (1976-2016). Task: Predict the reactants needed to synthesize the given product. (1) The reactants are: [CH3:1][O:2][C:3]1[CH:9]=[CH:8][C:7]([O:10][CH3:11])=[CH:6][C:4]=1[NH2:5].[C:12](=O)([O-])[O-].[K+].[K+].IC. Given the product [CH3:12][NH:5][C:4]1[CH:6]=[C:7]([O:10][CH3:11])[CH:8]=[CH:9][C:3]=1[O:2][CH3:1], predict the reactants needed to synthesize it. (2) The reactants are: [NH2:1][CH2:2][CH2:3][N:4]1[C:12]2[C:11]([NH:13][C:14]3[CH:19]=[CH:18][C:17]([O:20][C:21]4[C:26]5[C:27]([CH3:30])=[N:28][O:29][C:25]=5[CH:24]=[CH:23][CH:22]=4)=[C:16]([Cl:31])[CH:15]=3)=[N:10][CH:9]=[N:8][C:7]=2[CH:6]=[CH:5]1.[C:32](OCC)(=[O:34])[CH3:33].C(OC(=O)C)(=O)C.C(=O)([O-])O.[Na+]. Given the product [Cl:31][C:16]1[CH:15]=[C:14]([NH:13][C:11]2[C:12]3[N:4]([CH2:3][CH2:2][NH:1][C:32](=[O:34])[CH3:33])[CH:5]=[CH:6][C:7]=3[N:8]=[CH:9][N:10]=2)[CH:19]=[CH:18][C:17]=1[O:20][C:21]1[C:26]2[C:27]([CH3:30])=[N:28][O:29][C:25]=2[CH:24]=[CH:23][CH:22]=1, predict the reactants needed to synthesize it. (3) The reactants are: [F:1][C:2]([F:17])([F:16])[C:3]1[CH:4]=[CH:5][C:6]2[NH:7][C:8]3[C:13]([C:14]=2[CH:15]=1)=[CH:12][CH:11]=[CH:10][CH:9]=3.[N+:18]([O-])([OH:20])=[O:19]. Given the product [N+:18]([C:11]1[CH:10]=[CH:9][C:8]2[NH:7][C:6]3[C:14]([C:13]=2[CH:12]=1)=[CH:15][C:3]([C:2]([F:1])([F:16])[F:17])=[CH:4][CH:5]=3)([O-:20])=[O:19], predict the reactants needed to synthesize it. (4) Given the product [CH3:8][O:9][C:4](=[O:5])[CH2:3][CH2:2][C:1]([OH:6])=[O:7], predict the reactants needed to synthesize it. The reactants are: [C:1]1(=[O:7])[O:6][C:4](=[O:5])[CH2:3][CH2:2]1.[CH3:8][OH:9]. (5) The reactants are: [CH3:1][NH2:2].[C:3]([C:5]1[N:10]=[CH:9][C:8]([S:11](Cl)(=[O:13])=[O:12])=[CH:7][CH:6]=1)#[N:4]. Given the product [C:3]([C:5]1[N:10]=[CH:9][C:8]([S:11]([NH:2][CH3:1])(=[O:13])=[O:12])=[CH:7][CH:6]=1)#[N:4], predict the reactants needed to synthesize it. (6) Given the product [CH3:1][CH:2]1[CH2:7][N:6]([C:8]2[CH:14]=[C:12]([NH2:13])[C:11]([NH2:15])=[CH:10][CH:9]=2)[CH2:5][CH2:4][O:3]1, predict the reactants needed to synthesize it. The reactants are: [CH3:1][CH:2]1[CH2:7][N:6]([C:8]2[CH:9]=[CH:10][C:11]([N+:15]([O-])=O)=[C:12]([CH:14]=2)[NH2:13])[CH2:5][CH2:4][O:3]1.[H][H]. (7) Given the product [NH2:21][C:12](=[O:13])[CH:11]([F:17])[CH2:10][P:5]([CH:4]([O:18][CH2:19][CH3:20])[O:3][CH2:1][CH3:2])(=[O:6])[O:7][CH2:8][CH3:9], predict the reactants needed to synthesize it. The reactants are: [CH2:1]([O:3][CH:4]([O:18][CH2:19][CH3:20])[P:5]([CH2:10][CH:11]([F:17])[C:12](OCC)=[O:13])([O:7][CH2:8][CH3:9])=[O:6])[CH3:2].[NH4+:21]. (8) Given the product [O:21]([CH:20]([CH3:19])[CH2:13][C:2]1[C:10]2[C:9]([Cl:11])=[N:8][CH:7]=[N:6][C:5]=2[NH:4][CH:3]=1)[Si:22]([C:25]([CH3:26])([CH3:27])[CH3:28])([CH3:23])[CH3:24], predict the reactants needed to synthesize it. The reactants are: Br[C:2]1[C:10]2[C:5]([NH:6][CH:7]=[N:8][C:9]=2[Cl:11])=[N:4][CH:3]=1.[Li][CH2:13]CCC.BrC[CH2:19][CH2:20][O:21][Si:22]([C:25]([CH3:28])([CH3:27])[CH3:26])([CH3:24])[CH3:23]. (9) Given the product [C:1]([NH:4][C:5]1[C:14]([F:15])=[C:13]([N:35]2[CH2:34][C@@H:33]([NH:32][C:30]([O:29][C:25]([CH3:28])([CH3:27])[CH3:26])=[O:31])[C:37]3([CH2:38][CH2:39]3)[CH2:36]2)[C:12]([CH3:17])=[C:11]2[C:6]=1[C:7](=[O:24])[C:8]([C:21]([OH:23])=[O:22])=[CH:9][N:10]2[CH:18]1[CH2:20][CH2:19]1)(=[O:3])[CH3:2], predict the reactants needed to synthesize it. The reactants are: [C:1]([NH:4][C:5]1[C:14]([F:15])=[C:13](F)[C:12]([CH3:17])=[C:11]2[C:6]=1[C:7](=[O:24])[C:8]([C:21]([OH:23])=[O:22])=[CH:9][N:10]2[CH:18]1[CH2:20][CH2:19]1)(=[O:3])[CH3:2].[C:25]([O:29][C:30]([NH:32][C@H:33]1[C:37]2([CH2:39][CH2:38]2)[CH2:36][NH:35][CH2:34]1)=[O:31])([CH3:28])([CH3:27])[CH3:26].C(N(CC)CC)C. (10) Given the product [Cl:22][C:23]1[CH:30]=[CH:29][C:26]([CH2:27][N:7]2[CH2:8][CH:4]3[CH:5]([CH2:1][N:2]([C:9]4[CH:10]=[CH:11][C:12]5[N:13]([C:15]([C:18]([F:20])([F:21])[F:19])=[N:16][N:17]=5)[N:14]=4)[CH2:3]3)[CH2:6]2)=[CH:25][CH:24]=1, predict the reactants needed to synthesize it. The reactants are: [CH2:1]1[CH:5]2[CH2:6][NH:7][CH2:8][CH:4]2[CH2:3][N:2]1[C:9]1[CH:10]=[CH:11][C:12]2[N:13]([C:15]([C:18]([F:21])([F:20])[F:19])=[N:16][N:17]=2)[N:14]=1.[Cl:22][C:23]1[CH:30]=[CH:29][C:26]([CH:27]=O)=[CH:25][CH:24]=1.